Dataset: Forward reaction prediction with 1.9M reactions from USPTO patents (1976-2016). Task: Predict the product of the given reaction. The product is: [Cl:1][C:2]1[CH:7]=[C:6]([C:8]2[C:13]([CH:14]=[O:15])=[C:12]([CH3:16])[N:11]=[C:10]3[N:17]([CH2:20][CH3:21])[N:18]=[CH:19][C:9]=23)[CH:5]=[CH:4][N:3]=1. Given the reactants [Cl:1][C:2]1[CH:7]=[C:6]([C:8]2[C:13]([CH2:14][OH:15])=[C:12]([CH3:16])[N:11]=[C:10]3[N:17]([CH2:20][CH3:21])[N:18]=[CH:19][C:9]=23)[CH:5]=[CH:4][N:3]=1.[Cr](Cl)([O-])(=O)=O.[NH+]1C=CC=CC=1.C([O-])(=O)C.[Na+], predict the reaction product.